This data is from Reaction yield outcomes from USPTO patents with 853,638 reactions. The task is: Predict the reaction yield, written as a fraction of the theoretical maximum amount of product (1.0 means a 100% yield; for example, 0.34 means a 34% yield). (1) The reactants are Cl.[Br:2][C:3]1[CH:9]=[CH:8][C:6]([NH2:7])=[CH:5][C:4]=1[C:10]([F:13])([F:12])[F:11].Cl[C:15](OC(Cl)(Cl)Cl)=[O:16]. The catalyst is C1(C)C=CC=CC=1. The product is [Br:2][C:3]1[CH:9]=[CH:8][C:6]([N:7]=[C:15]=[O:16])=[CH:5][C:4]=1[C:10]([F:11])([F:12])[F:13]. The yield is 0.860. (2) The reactants are [CH3:1][S:2]([N:5]1[CH2:10][CH2:9][C:8]2[N:11]([CH2:24][CH2:25][CH:26]=O)[N:12]=[C:13]([C:14]3[CH:19]=[CH:18][C:17]([C:20]([F:23])([F:22])[F:21])=[CH:16][CH:15]=3)[C:7]=2[CH2:6]1)(=[O:4])=[O:3].[N:28]1([C:34]2[C:38]3[CH:39]=[CH:40][CH:41]=[CH:42][C:37]=3[S:36](=[O:44])(=[O:43])[N:35]=2)[CH2:33][CH2:32][NH:31][CH2:30][CH2:29]1.CC(O)=O.[BH-](OC(C)=O)(OC(C)=O)OC(C)=O.[Na+].C([O-])(O)=O.[Na+]. The catalyst is C(Cl)Cl. The product is [O:44]=[S:36]1(=[O:43])[C:37]2[CH:42]=[CH:41][CH:40]=[CH:39][C:38]=2[C:34]([N:28]2[CH2:33][CH2:32][N:31]([CH2:26][CH2:25][CH2:24][N:11]3[C:8]4[CH2:9][CH2:10][N:5]([S:2]([CH3:1])(=[O:4])=[O:3])[CH2:6][C:7]=4[C:13]([C:14]4[CH:19]=[CH:18][C:17]([C:20]([F:23])([F:22])[F:21])=[CH:16][CH:15]=4)=[N:12]3)[CH2:30][CH2:29]2)=[N:35]1. The yield is 0.760. (3) The yield is 0.510. The product is [F:1][C:2]1[CH:7]=[C:6]([F:8])[CH:5]=[CH:4][C:3]=1[C:9](=[O:15])[CH2:10][CH:11]([C:18]1[C:19]2[C:24](=[CH:23][CH:22]=[CH:21][CH:20]=2)[NH:16][CH:17]=1)[C:12]([OH:14])=[O:13]. The reactants are [F:1][C:2]1[CH:7]=[C:6]([F:8])[CH:5]=[CH:4][C:3]=1[C:9](=[O:15])/[CH:10]=[CH:11]/[C:12]([OH:14])=[O:13].[NH:16]1[C:24]2[C:19](=[CH:20][CH:21]=[CH:22][CH:23]=2)[CH:18]=[CH:17]1. The catalyst is C1C=CC=CC=1. (4) The reactants are C[O:2][C:3](=[O:27])[C:4]1[C:5](=[C:10]([NH:14][C:15]2[CH:20]=[CH:19][C:18]([CH:21]3[CH2:26][CH2:25][CH2:24][CH2:23][CH2:22]3)=[CH:17][CH:16]=2)[CH:11]=[CH:12][CH:13]=1)[C:6]([O:8]C)=[O:7].[OH-].[Na+]. The catalyst is C(O)C. The product is [CH:21]1([C:18]2[CH:17]=[CH:16][C:15]([NH:14][C:10]3[CH:11]=[CH:12][CH:13]=[C:4]([C:3]([OH:27])=[O:2])[C:5]=3[C:6]([OH:8])=[O:7])=[CH:20][CH:19]=2)[CH2:22][CH2:23][CH2:24][CH2:25][CH2:26]1. The yield is 0.900. (5) The reactants are [S:1]([Cl:5])(=O)(=[O:3])[OH:2].[O:6]1[C:10]2[CH:11]=[CH:12][CH:13]=[CH:14][C:9]=2[NH:8][C:7]1=[O:15]. The catalyst is O. The product is [O:15]=[C:7]1[NH:8][C:9]2[CH:14]=[CH:13][C:12]([S:1]([Cl:5])(=[O:3])=[O:2])=[CH:11][C:10]=2[O:6]1. The yield is 0.260. (6) The reactants are C1(P(N=[N+]=[N-])(C2C=CC=CC=2)=[O:8])C=CC=CC=1.C([N:20]([CH2:23]C)CC)C.[CH3:25][O:26][C:27]([CH2:29][C@:30]1([CH2:36]C(O)=O)[CH2:34][CH2:33][C@@H:32]([CH3:35])[CH2:31]1)=[O:28]. The yield is 1.00. The catalyst is C1(C)C=CC=CC=1.C(OCC)(=O)C. The product is [CH3:25][O:26][C:27](=[O:28])[CH2:29][C@:30]1([CH2:36][N:20]=[C:23]=[O:8])[CH2:34][CH2:33][C@@H:32]([CH3:35])[CH2:31]1. (7) The reactants are [CH3:1][S:2][C:3]1[CH:8]=[CH:7][C:6]([C@H:9]2[C@H:18]3[CH2:19][CH2:20][NH:21][C@H:17]3[C:16]3[CH:15]=[CH:14][CH:13]=[CH:12][C:11]=3[NH:10]2)=[CH:5][CH:4]=1.[C:22]([NH:30][C@@H:31]1[CH2:36][CH2:35][CH2:34][CH2:33][C@@H:32]1[C:37](O)=[O:38])(=[O:29])[C:23]1[CH:28]=[CH:27][CH:26]=[CH:25][CH:24]=1.C(N(CC)CC)C.CCOC(OC(OCC)=O)=O. The catalyst is CN(C=O)C. The product is [CH3:1][S:2][C:3]1[CH:4]=[CH:5][C:6]([C@H:9]2[C@H:18]3[CH2:19][CH2:20][N:21]([C:37]([C@H:32]4[CH2:33][CH2:34][CH2:35][CH2:36][C@H:31]4[NH:30][C:22](=[O:29])[C:23]4[CH:24]=[CH:25][CH:26]=[CH:27][CH:28]=4)=[O:38])[C@H:17]3[C:16]3[CH:15]=[CH:14][CH:13]=[CH:12][C:11]=3[NH:10]2)=[CH:7][CH:8]=1. The yield is 0.290.